Dataset: Catalyst prediction with 721,799 reactions and 888 catalyst types from USPTO. Task: Predict which catalyst facilitates the given reaction. (1) Reactant: [C:1]([O:5][C:6](=[O:25])[CH2:7][CH:8]([NH:13][C:14](=[O:24])[C@@H:15]([N:17]1[CH:22]=[CH:21][CH:20]=[CH:19][C:18]1=[O:23])[CH3:16])[CH:9]([OH:12])[CH2:10][F:11])([CH3:4])([CH3:3])[CH3:2].CC(OI1(OC(C)=O)(OC(C)=O)OC(=O)C2C1=CC=CC=2)=O.C(=O)([O-])O.[Na+].S([O-])([O-])(=O)=S.[Na+].[Na+]. Product: [C:1]([O:5][C:6](=[O:25])[CH2:7][CH:8]([NH:13][C:14](=[O:24])[C@@H:15]([N:17]1[CH:22]=[CH:21][CH:20]=[CH:19][C:18]1=[O:23])[CH3:16])[C:9](=[O:12])[CH2:10][F:11])([CH3:2])([CH3:3])[CH3:4]. The catalyst class is: 124. (2) Reactant: [CH2:1]([O:3][C:4]1[CH:5]=[C:6]([NH:12][C:13]2[CH:21]=[CH:20][CH:19]=[C:15]([C:16]([OH:18])=O)[C:14]=2[C:22]([OH:24])=O)[CH:7]=[CH:8][C:9]=1[O:10][CH3:11])[CH3:2].Cl.[NH2:26][CH:27]1[CH2:33][CH2:32][C:31](=[O:34])[NH:30][C:28]1=[O:29]. Product: [O:29]=[C:28]1[CH:27]([N:26]2[C:22](=[O:24])[C:14]3[C:15](=[CH:19][CH:20]=[CH:21][C:13]=3[NH:12][C:6]3[CH:7]=[CH:8][C:9]([O:10][CH3:11])=[C:4]([O:3][CH2:1][CH3:2])[CH:5]=3)[C:16]2=[O:18])[CH2:33][CH2:32][C:31](=[O:34])[NH:30]1. The catalyst class is: 17.